Dataset: Forward reaction prediction with 1.9M reactions from USPTO patents (1976-2016). Task: Predict the product of the given reaction. (1) Given the reactants CC(O)([C:4]#[C:5][C:6]#[C:7][C:8]1[CH:13]=[CH:12][CH:11]=[CH:10][CH:9]=1)C, predict the reaction product. The product is: [C:7]([C:8]1[CH:13]=[CH:12][CH:11]=[CH:10][CH:9]=1)#[C:6][C:5]#[CH:4]. (2) Given the reactants [CH3:1][C:2]1[CH:7]=[C:6]([C:8]2[CH:9]=[N:10][N:11]([CH3:13])[CH:12]=2)[CH:5]=[CH:4][C:3]=1[NH:14][CH:15]=O.[H-].[Na+].[Cl:19][C:20]1[C:25]2[N:26]=C(S(C)(=O)=O)[N:28]=[CH:29][C:24]=2[CH:23]=[CH:22][N:21]=1, predict the reaction product. The product is: [Cl:19][C:20]1[C:25]2[N:26]=[C:15]([NH:14][C:3]3[CH:4]=[CH:5][C:6]([C:8]4[CH:9]=[N:10][N:11]([CH3:13])[CH:12]=4)=[CH:7][C:2]=3[CH3:1])[N:28]=[CH:29][C:24]=2[CH:23]=[CH:22][N:21]=1. (3) Given the reactants [C:1]([C:3]1[CH:4]=[C:5]([C:14]2[O:18][N:17]=[C:16]([C:19]3[CH:27]=[CH:26][C:25]4[N:24]5[CH2:28][CH2:29][CH:30]([CH2:31][C:32]([OH:34])=[O:33])[C:23]5=[CH:22][C:21]=4[CH:20]=3)[N:15]=2)[CH:6]=[C:7]([O:9][C:10]([F:13])([F:12])[F:11])[CH:8]=1)#[N:2].[N-:35]=[N+:36]=[N-:37].[Na+].[Cl-].[NH4+], predict the reaction product. The product is: [NH:35]1[C:1]([C:3]2[CH:4]=[C:5]([C:14]3[O:18][N:17]=[C:16]([C:19]4[CH:27]=[CH:26][C:25]5[N:24]6[CH2:28][CH2:29][CH:30]([CH2:31][C:32]([OH:34])=[O:33])[C:23]6=[CH:22][C:21]=5[CH:20]=4)[N:15]=3)[CH:6]=[C:7]([O:9][C:10]([F:13])([F:11])[F:12])[CH:8]=2)=[N:2][N:37]=[N:36]1. (4) Given the reactants [CH3:1][O:2][C:3](=[O:12])[CH2:4][C:5]1[CH:10]=[CH:9][N:8]=[C:7](Cl)[CH:6]=1.[C:13]([C:15]1[CH:20]=[CH:19][C:18]([C:21]([F:24])([F:23])[F:22])=[CH:17][CH:16]=1)#[CH:14].C1(P(C2C=CC=CC=2)C2C=CC=CC=2)C=CC=CC=1.C([O-])(O)=O.[Na+], predict the reaction product. The product is: [CH3:1][O:2][C:3](=[O:12])[CH2:4][C:5]1[CH:10]=[CH:9][N:8]=[C:7]([C:14]#[C:13][C:15]2[CH:20]=[CH:19][C:18]([C:21]([F:22])([F:23])[F:24])=[CH:17][CH:16]=2)[CH:6]=1. (5) Given the reactants [Cl:1][C:2]1[CH:7]=[CH:6][N:5]=[C:4]2[NH:8][CH:9]=[C:10]([C:11]([OH:13])=O)[C:3]=12.Cl.[NH2:15][CH2:16][C:17]1([OH:25])[CH2:22][CH2:21][C:20]([F:24])([F:23])[CH2:19][CH2:18]1.Cl.CN(C)CCCN=C=NCC.N1(O)C2C=CC=CC=2N=N1.C(N(C(C)C)C(C)C)C, predict the reaction product. The product is: [Cl:1][C:2]1[CH:7]=[CH:6][N:5]=[C:4]2[NH:8][CH:9]=[C:10]([C:11]([NH:15][CH2:16][C:17]3([OH:25])[CH2:18][CH2:19][C:20]([F:24])([F:23])[CH2:21][CH2:22]3)=[O:13])[C:3]=12.